This data is from Forward reaction prediction with 1.9M reactions from USPTO patents (1976-2016). The task is: Predict the product of the given reaction. (1) Given the reactants [CH3:1][C:2]1[N:7]([CH2:8][CH2:9][CH2:10][CH2:11][CH3:12])[CH:6]=[C:5]([C:13]([OH:15])=[O:14])[C:4](=[O:16])[CH:3]=1.C(=O)([O-])[O-].[Ca+2].[Cl-].[I-:23], predict the reaction product. The product is: [I:23][C:3]1[C:4](=[O:16])[C:5]([C:13]([OH:15])=[O:14])=[CH:6][N:7]([CH2:8][CH2:9][CH2:10][CH2:11][CH3:12])[C:2]=1[CH3:1]. (2) Given the reactants [CH2:1]([O:8][C:9](=[O:24])[NH:10][C@@H:11]1[C:14](=[O:15])[NH:13][C@@H:12]1[CH2:16][N:17]1[N:21]=[C:20]([CH2:22][OH:23])[CH:19]=[N:18]1)[C:2]1[CH:7]=[CH:6][CH:5]=[CH:4][CH:3]=1, predict the reaction product. The product is: [CH2:1]([O:8][C:9](=[O:24])[NH:10][C@@H:11]1[C:14](=[O:15])[NH:13][C@@H:12]1[CH2:16][N:17]1[N:21]=[C:20]([CH:22]=[O:23])[CH:19]=[N:18]1)[C:2]1[CH:3]=[CH:4][CH:5]=[CH:6][CH:7]=1.